From a dataset of Catalyst prediction with 721,799 reactions and 888 catalyst types from USPTO. Predict which catalyst facilitates the given reaction. (1) Reactant: [NH:1]1[C:9]2[C:4](=[CH:5][CH:6]=[CH:7][CH:8]=2)[CH2:3][C:2]1=[O:10].[NH:11]1[CH:15]=[CH:14][CH:13]=[C:12]1[CH:16]=O.N1CCCCC1. Product: [NH:11]1[CH:15]=[CH:14][CH:13]=[C:12]1/[CH:16]=[C:3]1\[C:2](=[O:10])[NH:1][C:9]2[C:4]\1=[CH:5][CH:6]=[CH:7][CH:8]=2. The catalyst class is: 5. (2) Reactant: [CH3:1][C:2](C)([O-])C.[K+].[C:7]1(=[O:14])[CH2:13][CH2:12][CH2:11][CH2:10][CH2:9][CH2:8]1.[I-].ClCC[S+](C)C.O. Product: [CH2:1]1[C:8]2([CH2:9][CH2:10][CH2:11][CH2:12][CH2:13][C:7]2=[O:14])[CH2:2]1. The catalyst class is: 107. (3) Reactant: [Br:1][C:2]1[C:7]([OH:8])=[CH:6][CH:5]=[CH:4][C:3]=1[C:9](=[O:11])[CH3:10].[F:12][C:13]([F:21])(S(F)(=O)=O)C(O)=O.O. Product: [Br:1][C:2]1[C:7]([O:8][CH:13]([F:21])[F:12])=[CH:6][CH:5]=[CH:4][C:3]=1[C:9](=[O:11])[CH3:10]. The catalyst class is: 767. (4) Reactant: [CH2:1]([C@@:8]1([O:15][C@H:14]([CH:16]([CH2:18][C:19]2[CH:24]=[CH:23][CH:22]=[CH:21][CH:20]=2)[OH:17])[C@@:12]([CH2:25][C:26]2[CH:31]=[CH:30][CH:29]=[CH:28][CH:27]=2)([OH:13])[C@H:10]1[OH:11])[OH:9])[C:2]1[CH:7]=[CH:6][CH:5]=[CH:4][CH:3]=1.[C:32](OC(=O)C)(=[O:34])[CH3:33]. Product: [CH2:1]([C@@:8]1([O:15][C@H:14]([CH:16]([CH2:18][C:19]2[CH:20]=[CH:21][CH:22]=[CH:23][CH:24]=2)[OH:17])[C@:12]([CH2:25][C:26]2[CH:31]=[CH:30][CH:29]=[CH:28][CH:27]=2)([OH:13])[C@@:10]1([C:32](=[O:34])[CH3:33])[OH:11])[OH:9])[C:2]1[CH:3]=[CH:4][CH:5]=[CH:6][CH:7]=1. The catalyst class is: 202. (5) Reactant: Br[C:2]1[N:10]=[CH:9][N:8]=[C:7]2[C:3]=1[N:4]=[CH:5][NH:6]2.[NH2:11][CH:12]([C:14]1[CH:15]=[C:16]([Cl:31])[C:17]([CH3:30])=[C:18]([C:27]([NH2:29])=[O:28])[C:19]=1[C:20]1[CH:25]=[CH:24][CH:23]=[C:22]([F:26])[CH:21]=1)[CH3:13].C(N(CC)C(C)C)(C)C. Product: [Cl:31][C:16]1[C:17]([CH3:30])=[C:18]([C:27]([NH2:29])=[O:28])[C:19]([C:20]2[CH:25]=[CH:24][CH:23]=[C:22]([F:26])[CH:21]=2)=[C:14]([CH:12]([NH:11][C:2]2[N:10]=[CH:9][N:8]=[C:7]3[C:3]=2[N:4]=[CH:5][NH:6]3)[CH3:13])[CH:15]=1. The catalyst class is: 32. (6) Reactant: [CH2:1]([O:3][C:4](=[O:18])[CH:5]=[CH:6][C:7]1[CH:12]=[CH:11][C:10]([C:13]([CH3:16])([CH3:15])[CH3:14])=[CH:9][C:8]=1[OH:17])[CH3:2].[H-].[Na+].Cl.Cl[CH2:23][CH2:24][N:25]1[CH2:30][CH2:29][CH2:28][CH2:27][CH2:26]1. Product: [CH2:1]([O:3][C:4](=[O:18])[CH:5]=[CH:6][C:7]1[CH:12]=[CH:11][C:10]([C:13]([CH3:14])([CH3:16])[CH3:15])=[CH:9][C:8]=1[O:17][CH2:23][CH2:24][N:25]1[CH2:30][CH2:29][CH2:28][CH2:27][CH2:26]1)[CH3:2]. The catalyst class is: 3. (7) Reactant: [OH-].[Na+].[Cl:3][C:4]1[CH:9]=[CH:8][C:7]([C:10]2[CH:11]=[CH:12][C:13]([C:16]#[C:17][C:18]3[CH:19]=[CH:20][C:21]([O:28][CH2:29][CH2:30][N:31]4[CH2:35][CH2:34][CH2:33][CH2:32]4)=[C:22]([CH:27]=3)[C:23]([O:25]C)=[O:24])=[N:14][CH:15]=2)=[CH:6][CH:5]=1.Cl. Product: [Cl:3][C:4]1[CH:5]=[CH:6][C:7]([C:10]2[CH:11]=[CH:12][C:13]([C:16]#[C:17][C:18]3[CH:19]=[CH:20][C:21]([O:28][CH2:29][CH2:30][N:31]4[CH2:32][CH2:33][CH2:34][CH2:35]4)=[C:22]([CH:27]=3)[C:23]([OH:25])=[O:24])=[N:14][CH:15]=2)=[CH:8][CH:9]=1. The catalyst class is: 5.